From a dataset of Full USPTO retrosynthesis dataset with 1.9M reactions from patents (1976-2016). Predict the reactants needed to synthesize the given product. (1) The reactants are: [N+:1]([C:4]1[C:9]2[N:10]=[C:11]([SH:13])[O:12][C:8]=2[CH:7]=[CH:6][CH:5]=1)([O-:3])=[O:2].[C:14](=O)([O-])[O-].[K+].[K+].CI. Given the product [CH3:14][S:13][C:11]1[O:12][C:8]2[CH:7]=[CH:6][CH:5]=[C:4]([N+:1]([O-:3])=[O:2])[C:9]=2[N:10]=1, predict the reactants needed to synthesize it. (2) Given the product [C:1]([C:3](=[CH:9][O:10][CH2:11][CH3:12])[C:4]([O:6][CH2:7][CH3:8])=[O:5])#[N:2], predict the reactants needed to synthesize it. The reactants are: [C:1]([CH2:3][C:4]([O:6][CH2:7][CH3:8])=[O:5])#[N:2].[CH:9](OCC)(OCC)[O:10][CH2:11][CH3:12]. (3) Given the product [F:47][C:23]([F:22])([F:48])[C:24]1[C:33]([O:34][C@H:35]2[CH2:40][CH2:39][C@@H:38]([C:41]([F:42])([F:43])[F:44])[CH2:37][CH2:36]2)=[CH:32][CH:31]=[C:30]2[C:25]=1[CH:26]=[CH:27][C:28]([CH2:45][N:13]1[CH:11]3[CH2:10][CH2:9][CH2:8][CH:7]1[CH2:6][CH:5]([C:3]([OH:2])=[O:4])[CH2:12]3)=[N:29]2, predict the reactants needed to synthesize it. The reactants are: C[O:2][C:3]([CH:5]1[CH2:12][CH:11]2[NH:13][CH:7]([CH2:8][CH2:9][CH2:10]2)[CH2:6]1)=[O:4].Cl.C(N(CC)CC)C.[F:22][C:23]([F:48])([F:47])[C:24]1[C:33]([O:34][C@H:35]2[CH2:40][CH2:39][C@@H:38]([C:41]([F:44])([F:43])[F:42])[CH2:37][CH2:36]2)=[CH:32][CH:31]=[C:30]2[C:25]=1[CH:26]=[CH:27][C:28]([CH:45]=O)=[N:29]2.C(O[BH-](OC(=O)C)OC(=O)C)(=O)C.[Na+]. (4) Given the product [S:9]1[C:8]2[C:17]3[CH:16]=[CH:15][CH:14]=[N:13][C:12]=3[NH:4][C:5](=[O:6])[C:7]=2[CH:11]=[CH:10]1, predict the reactants needed to synthesize it. The reactants are: C([N:4]([C:12]1[C:17](Br)=[CH:16][CH:15]=[CH:14][N:13]=1)[C:5]([C:7]1[CH:11]=[CH:10][S:9][CH:8]=1)=[O:6])(=O)C.C([O-])(=O)C.[K+].CC(N(C)C)=O. (5) The reactants are: [F:1][C:2]1([F:12])[CH2:7][CH2:6][N:5]([S:8]([NH2:11])(=[O:10])=[O:9])[CH2:4][CH2:3]1.C(N(CC)CC)C.[C:20](O[C:20]([O:22][C:23]([CH3:26])([CH3:25])[CH3:24])=[O:21])([O:22][C:23]([CH3:26])([CH3:25])[CH3:24])=[O:21].Cl. Given the product [C:23]([O:22][C:20](=[O:21])[NH:11][S:8]([N:5]1[CH2:4][CH2:3][C:2]([F:1])([F:12])[CH2:7][CH2:6]1)(=[O:9])=[O:10])([CH3:26])([CH3:25])[CH3:24], predict the reactants needed to synthesize it.